Dataset: Full USPTO retrosynthesis dataset with 1.9M reactions from patents (1976-2016). Task: Predict the reactants needed to synthesize the given product. (1) The reactants are: [NH2:1][C:2]1[CH:10]=[C:9]([Br:11])[CH:8]=[CH:7][C:3]=1[C:4]([OH:6])=[O:5].Cl.N([O-])=O.[Na+].[N-:17]=[N+:18]=[N-].[Na+].CC([O-])=O.[Na+]. Given the product [N:1]([C:2]1[CH:10]=[C:9]([Br:11])[CH:8]=[CH:7][C:3]=1[C:4]([OH:6])=[O:5])=[N+:17]=[N-:18], predict the reactants needed to synthesize it. (2) Given the product [F:31][C:29]1[CH:30]=[C:25]([C@H:6]2[N:5]([CH2:4][C:1]([NH:33][C:34]3[CH:35]=[C:36]4[C:49](=[CH:50][CH:51]=3)[CH2:48][C@@:38]3([C:46]5[C:41](=[N:42][CH:43]=[CH:44][CH:45]=5)[NH:40][C:39]3=[O:47])[CH2:37]4)=[O:2])[C:10](=[O:11])[C:9]3([CH2:17][O:16][CH2:15][CH2:14][O:13][CH2:12]3)[NH:8][CH2:7]2)[CH:26]=[C:27]([F:32])[CH:28]=1, predict the reactants needed to synthesize it. The reactants are: [C:1]([CH2:4][N:5]1[C:10](=[O:11])[C:9]2([CH2:17][O:16][CH2:15][CH2:14][O:13][CH2:12]2)[N:8](C(OC(C)(C)C)=O)[CH2:7][C@H:6]1[C:25]1[CH:30]=[C:29]([F:31])[CH:28]=[C:27]([F:32])[CH:26]=1)(O)=[O:2].[NH2:33][C:34]1[CH:35]=[C:36]2[C:49](=[CH:50][CH:51]=1)[CH2:48][C@@:38]1([C:46]3[C:41](=[N:42][CH:43]=[CH:44][CH:45]=3)[NH:40][C:39]1=[O:47])[CH2:37]2.Cl.C(N=C=NCCCN(C)C)C.C1C=CC2N(O)N=NC=2C=1.Cl. (3) Given the product [NH2:21][C:19](/[C:18](=[CH:7]/[C:6]1[CH:5]=[C:4]([CH:1]([CH3:3])[CH3:2])[C:11]([OH:12])=[C:10]([CH:13]([CH3:15])[CH3:14])[CH:9]=1)/[C:16]#[N:17])=[S:20], predict the reactants needed to synthesize it. The reactants are: [CH:1]([C:4]1[CH:5]=[C:6]([CH:9]=[C:10]([CH:13]([CH3:15])[CH3:14])[C:11]=1[OH:12])[CH:7]=O)([CH3:3])[CH3:2].[C:16]([CH2:18][C:19]([NH2:21])=[S:20])#[N:17]. (4) The reactants are: [C:1]([O:5][C:6](=[O:11])[CH2:7][C:8]([OH:10])=O)([CH3:4])([CH3:3])[CH3:2].C(N1C=CN=C1)(N1C=CN=C1)=O.O[N:25]=[C:26]([C:28]1[CH:29]=[CH:30][C:31]([CH3:46])=[C:32]([NH:34][C:35]([C:37]2[N:41]3[CH:42]=[CH:43][CH:44]=[CH:45][C:40]3=[N:39][CH:38]=2)=[O:36])[CH:33]=1)[NH2:27]. Given the product [N:39]1[CH:38]=[C:37]([C:35]([NH:34][C:32]2[CH:33]=[C:28]([C:26]3[N:25]=[C:8]([CH2:7][C:6]([O:5][C:1]([CH3:2])([CH3:3])[CH3:4])=[O:11])[O:10][N:27]=3)[CH:29]=[CH:30][C:31]=2[CH3:46])=[O:36])[N:41]2[CH:42]=[CH:43][CH:44]=[CH:45][C:40]=12, predict the reactants needed to synthesize it.